This data is from Full USPTO retrosynthesis dataset with 1.9M reactions from patents (1976-2016). The task is: Predict the reactants needed to synthesize the given product. Given the product [CH3:1][C:2]([N:9]1[CH:13]=[CH:12][N:11]=[N:10]1)([CH3:8])[CH2:3][OH:4], predict the reactants needed to synthesize it. The reactants are: [CH3:1][C:2]([N:9]1[CH:13]=[CH:12][N:11]=[N:10]1)([CH3:8])[C:3](OCC)=[O:4].[OH-].[Al+3].[Li+].[OH-].[OH-].[OH-].O.[OH-].[Na+].